From a dataset of Reaction yield outcomes from USPTO patents with 853,638 reactions. Predict the reaction yield, written as a fraction of the theoretical maximum amount of product (1.0 means a 100% yield; for example, 0.34 means a 34% yield). (1) The reactants are [C:1]([NH:5][C:6](=[O:11])[C:7](C)([CH3:9])[CH3:8])(C)([CH3:3])[CH3:2].C(N)(C)C.C(N(CC)CC)C.C(Cl)(=O)C(C)C. No catalyst specified. The product is [CH:1]([NH:5][C:6](=[O:11])[CH:7]([CH3:9])[CH3:8])([CH3:3])[CH3:2]. The yield is 0.940. (2) The reactants are [CH2:1]([OH:5])[CH2:2][CH:3]=[CH2:4].[S:6](Cl)([C:9]1[CH:15]=[CH:14][C:12]([CH3:13])=[CH:11][CH:10]=1)(=[O:8])=[O:7]. The catalyst is N1C=CC=CC=1. The product is [CH2:1]([OH:5])[CH2:2][CH:3]=[CH2:4].[CH3:13][C:12]1[CH:14]=[CH:15][C:9]([S:6]([O-:5])(=[O:8])=[O:7])=[CH:10][CH:11]=1. The yield is 0.760. (3) The reactants are [NH:1]1[C:5]2=[N:6][CH:7]=[CH:8][CH:9]=[C:4]2[CH:3]=[CH:2]1.C1C=C(Cl)C=C(C(OO)=[O:18])C=1. The catalyst is C(OCC)(=O)C. The product is [NH+:1]1([O-:18])[C:5]2=[N:6][CH:7]=[CH:8][CH:9]=[C:4]2[CH:3]=[CH:2]1. The yield is 0.782. (4) The reactants are [Br:1][C:2]1[CH:3]=[C:4]2[C:9](=[C:10]([CH:12]=O)[CH:11]=1)[O:8][C:7]([CH3:15])([CH3:14])[CH2:6][C:5]2([CH3:17])[CH3:16].C(#N)C.[CH:21]1([NH2:24])[CH2:23][CH2:22]1.C([BH3-])#N.[Na+]. The catalyst is ClCCl.C(O)(=O)C. The product is [Br:1][C:2]1[CH:3]=[C:4]2[C:9](=[C:10]([CH2:12][NH:24][CH:21]3[CH2:23][CH2:22]3)[CH:11]=1)[O:8][C:7]([CH3:15])([CH3:14])[CH2:6][C:5]2([CH3:17])[CH3:16]. The yield is 0.500. (5) The reactants are [CH3:1][O:2][C:3](=[O:14])[C:4]1[CH:9]=[C:8](I)[C:7]([CH2:11][F:12])=[CH:6][C:5]=1[NH2:13].[CH:15]([N:18]1[C:22]([Sn](CCCC)(CCCC)CCCC)=[CH:21][CH:20]=[N:19]1)([CH3:17])[CH3:16]. The catalyst is O1CCOCC1.C1C=CC(P(C2C=CC=CC=2)[C-]2C=CC=C2)=CC=1.C1C=CC(P(C2C=CC=CC=2)[C-]2C=CC=C2)=CC=1.Cl[Pd]Cl.[Fe+2]. The product is [CH3:1][O:2][C:3](=[O:14])[C:4]1[CH:9]=[C:8]([C:22]2[N:18]([CH:15]([CH3:17])[CH3:16])[N:19]=[CH:20][CH:21]=2)[C:7]([CH2:11][F:12])=[CH:6][C:5]=1[NH2:13]. The yield is 0.400. (6) The reactants are C(O[B:5]1[O:9][C:8]([CH3:11])([CH3:10])[C:7]([CH3:13])([CH3:12])[O:6]1)(C)C.C([Li])CCC.[F:19][C:20]1[CH:21]=[C:22]([CH:30]=[C:31]([F:33])[CH:32]=1)[O:23][CH:24]1[CH2:29][CH2:28][O:27][CH2:26][CH2:25]1. No catalyst specified. The product is [F:33][C:31]1[CH:30]=[C:22]([O:23][CH:24]2[CH2:25][CH2:26][O:27][CH2:28][CH2:29]2)[CH:21]=[C:20]([F:19])[C:32]=1[B:5]1[O:6][C:7]([CH3:12])([CH3:13])[C:8]([CH3:10])([CH3:11])[O:9]1. The yield is 0.330. (7) The reactants are [C:1]([O:5][C:6]([N:8]1[CH2:12][CH2:11][CH2:10][CH:9]1[C:13]1[NH:14][C:15]([C:18]2[CH:23]=[CH:22][C:21](B3OC(C)(C)C(C)(C)O3)=[CH:20][CH:19]=2)=[CH:16][N:17]=1)=[O:7])([CH3:4])([CH3:3])[CH3:2].[F:33][C:34]([F:58])([F:57])[S:35]([O:38][C:39]1[CH:48]=[CH:47][CH:46]=[C:45]2[C:40]=1[CH:41]=[CH:42][CH:43]=[C:44]2OS(C(F)(F)F)(=O)=O)(=[O:37])=[O:36].C(=O)([O-])[O-].[K+].[K+]. The catalyst is C1(C)C=CC=CC=1.C1C=CC([P]([Pd]([P](C2C=CC=CC=2)(C2C=CC=CC=2)C2C=CC=CC=2)([P](C2C=CC=CC=2)(C2C=CC=CC=2)C2C=CC=CC=2)[P](C2C=CC=CC=2)(C2C=CC=CC=2)C2C=CC=CC=2)(C2C=CC=CC=2)C2C=CC=CC=2)=CC=1. The product is [C:1]([O:5][C:6]([N:8]1[CH2:12][CH2:11][CH2:10][CH:9]1[C:13]1[NH:14][C:15]([C:18]2[CH:19]=[CH:20][C:21]([C:44]3[C:45]4[C:40](=[C:39]([O:38][S:35]([C:34]([F:58])([F:33])[F:57])(=[O:36])=[O:37])[CH:48]=[CH:47][CH:46]=4)[CH:41]=[CH:42][CH:43]=3)=[CH:22][CH:23]=2)=[CH:16][N:17]=1)=[O:7])([CH3:4])([CH3:2])[CH3:3]. The yield is 0.800. (8) The yield is 0.628. The product is [CH3:1][O:2][C:3](=[O:32])[CH2:4][CH2:5][CH2:6][CH2:7][CH2:8][O:9][C:10]1[CH:11]=[CH:12][C:13]([NH:16][C:17](=[O:31])[CH2:18][CH2:19][CH2:20][CH2:21][CH2:22][OH:23])=[CH:14][CH:15]=1. The catalyst is CO.[Pd]. The reactants are [CH3:1][O:2][C:3](=[O:32])[CH2:4][CH2:5][CH2:6][CH2:7][CH2:8][O:9][C:10]1[CH:15]=[CH:14][C:13]([NH:16][C:17](=[O:31])[CH2:18][CH2:19][CH2:20][CH2:21][CH2:22][O:23]CC2C=CC=CC=2)=[CH:12][CH:11]=1. (9) The reactants are [Br:1]Br.[Cl:3][C:4]1[CH:9]=[CH:8][C:7]([CH2:10][C:11]([C:13]2[CH:18]=[CH:17][C:16]([Cl:19])=[CH:15][C:14]=2[Cl:20])=[O:12])=[CH:6][CH:5]=1.O. The catalyst is C(O)(=O)C. The product is [Br:1][CH:10]([C:7]1[CH:8]=[CH:9][C:4]([Cl:3])=[CH:5][CH:6]=1)[C:11]([C:13]1[CH:18]=[CH:17][C:16]([Cl:19])=[CH:15][C:14]=1[Cl:20])=[O:12]. The yield is 0.990. (10) The yield is 0.668. The product is [C:10]12([C:6]3[CH:7]=[C:8]([C:10]45[CH2:19][CH:14]6[CH2:15][CH:16]([CH2:18][CH:12]([CH2:13]6)[CH2:11]4)[CH2:17]5)[C:1]([OH:2])=[CH:3][C:4]=3[OH:5])[CH2:19][CH:14]3[CH2:15][CH:16]([CH2:18][CH:12]([CH2:13]3)[CH2:11]1)[CH2:17]2. The reactants are [C:1]1([CH:8]=[CH:7][CH:6]=[C:4]([OH:5])[CH:3]=1)[OH:2].Br[C:10]12[CH2:19][CH:14]3[CH2:15][CH:16]([CH2:18][CH:12]([CH2:13]3)[CH2:11]1)[CH2:17]2. The catalyst is C1(C)C=CC=CC=1.